This data is from CYP2D6 inhibition data for predicting drug metabolism from PubChem BioAssay. The task is: Regression/Classification. Given a drug SMILES string, predict its absorption, distribution, metabolism, or excretion properties. Task type varies by dataset: regression for continuous measurements (e.g., permeability, clearance, half-life) or binary classification for categorical outcomes (e.g., BBB penetration, CYP inhibition). Dataset: cyp2d6_veith. The drug is Cc1ccc(-c2noc(CN(C(=O)C34CC5CC(CC(C5)C3)C4)C(C)C)n2)cc1. The result is 0 (non-inhibitor).